Dataset: Catalyst prediction with 721,799 reactions and 888 catalyst types from USPTO. Task: Predict which catalyst facilitates the given reaction. (1) Reactant: C[O:2][C:3]([C:5]1[CH:14]=[CH:13][C:12]2[C@@H:11](O)[CH2:10][CH2:9][CH2:8][C:7]=2[CH:6]=1)=O.B1(C)OC(C2C=CC=CC=2)(C2C=CC=CC=2)[C@@H]2[N:17]1CCC2.COC(C1C=CC2C(=O)CCCC=2C=1)=O.CO. Product: [NH2:17][C@@H:11]1[CH2:10][CH2:9][CH2:8][C:7]2[CH:6]=[C:5]([CH2:3][OH:2])[CH:14]=[CH:13][C:12]1=2. The catalyst class is: 247. (2) Reactant: [Br:1][C:2]1[CH:7]=[CH:6][N:5]=[C:4]([CH:8]([NH2:10])[CH3:9])[CH:3]=1.[C:11](OC(=O)C)(=[O:13])[CH3:12]. Product: [Br:1][C:2]1[CH:7]=[CH:6][N:5]=[C:4]([CH:8]([NH:10][C:11](=[O:13])[CH3:12])[CH3:9])[CH:3]=1. The catalyst class is: 22. (3) Reactant: [Cl:1][C:2]1[CH:7]=[CH:6][CH:5]=[CH:4][C:3]=1[CH2:8][NH:9][CH:10]1[CH2:15][CH2:14][N:13]([C:16]([O:18][C:19]([CH3:22])([CH3:21])[CH3:20])=[O:17])[CH2:12][CH2:11]1.C(N(C(C)C)CC)(C)C.[CH3:32][O:33][C:34]1[CH:39]=[CH:38][C:37]([CH2:40][C:41](Cl)=[O:42])=[CH:36][CH:35]=1.O. Product: [Cl:1][C:2]1[CH:7]=[CH:6][CH:5]=[CH:4][C:3]=1[CH2:8][N:9]([CH:10]1[CH2:15][CH2:14][N:13]([C:16]([O:18][C:19]([CH3:22])([CH3:21])[CH3:20])=[O:17])[CH2:12][CH2:11]1)[C:41](=[O:42])[CH2:40][C:37]1[CH:38]=[CH:39][C:34]([O:33][CH3:32])=[CH:35][CH:36]=1. The catalyst class is: 4. (4) Reactant: [C:1]([C:5]1[CH:6]=[C:7](/[CH:15]=[CH:16]/[C:17]([C:19]2[CH:28]=[CH:27][C:22]([C:23]([O:25][CH3:26])=[O:24])=[CH:21][CH:20]=2)=O)[CH:8]=[C:9]([C:11]([CH3:14])([CH3:13])[CH3:12])[CH:10]=1)([CH3:4])([CH3:3])[CH3:2].[N+:29]([C:32]1[CH:37]=[CH:36][C:35]([NH:38][NH2:39])=[CH:34][CH:33]=1)([O-:31])=[O:30].CS(O)(=O)=O. Product: [C:11]([C:9]1[CH:8]=[C:7]([CH:15]2[CH2:16][C:17]([C:19]3[CH:28]=[CH:27][C:22]([C:23]([O:25][CH3:26])=[O:24])=[CH:21][CH:20]=3)=[N:39][N:38]2[C:35]2[CH:34]=[CH:33][C:32]([N+:29]([O-:31])=[O:30])=[CH:37][CH:36]=2)[CH:6]=[C:5]([C:1]([CH3:4])([CH3:2])[CH3:3])[CH:10]=1)([CH3:14])([CH3:13])[CH3:12]. The catalyst class is: 5.